The task is: Regression/Classification. Given a drug SMILES string, predict its absorption, distribution, metabolism, or excretion properties. Task type varies by dataset: regression for continuous measurements (e.g., permeability, clearance, half-life) or binary classification for categorical outcomes (e.g., BBB penetration, CYP inhibition). Dataset: cyp3a4_veith.. This data is from CYP3A4 inhibition data for predicting drug metabolism from PubChem BioAssay. (1) The compound is O=C(Oc1ccccc1)N1CCC2(CCCN(C(c3ccccc3)c3ccccc3)C2)CC1. The result is 0 (non-inhibitor). (2) The compound is COc1cc2ccccc2cc1C(=O)Nc1ccc(S(=O)(=O)Nc2cc(C)on2)cc1. The result is 0 (non-inhibitor). (3) The compound is C[C@@H](C(=O)Nc1ccc2ccccc2c1)[C@@H]1C[C@@]1(C)[C@@H](NS(=O)(=O)c1ccc(-c2ccccc2)cc1)c1ccccc1. The result is 0 (non-inhibitor). (4) The drug is CCOc1cc(NC(=O)c2ccccc2[N+](=O)[O-])c(OCC)cc1NC(=O)CC(C)C. The result is 0 (non-inhibitor). (5) The compound is COc1c2c(nc3ccccc13)O[C@H]([C@@](C)(O)CO)C2. The result is 0 (non-inhibitor). (6) The drug is Cc1ccc(CS(=O)(=O)CCC(=O)NCCCN2CCCC2)cc1. The result is 1 (inhibitor). (7) The compound is CC1CCC(NC(=O)CC(C)(C)Cc2nc3ccccc3c(=O)[nH]2)CC1. The result is 0 (non-inhibitor). (8) The result is 1 (inhibitor). The compound is CN(C)c1cc2c(Nc3ccc4c(cnn4Cc4ccccc4)c3)ncnc2cn1. (9) The compound is O=C(c1cc(C(F)(F)F)cc(C(F)(F)F)c1)N1CCC[C@@]2(CCN(Cc3ccncc3)C2)C1. The result is 1 (inhibitor).